From a dataset of Peptide-MHC class II binding affinity with 134,281 pairs from IEDB. Regression. Given a peptide amino acid sequence and an MHC pseudo amino acid sequence, predict their binding affinity value. This is MHC class II binding data. (1) The peptide sequence is MAVHQYTVALFLAVA. The MHC is DRB1_0101 with pseudo-sequence DRB1_0101. The binding affinity (normalized) is 0.638. (2) The peptide sequence is AFILDGDFLFPKV. The MHC is HLA-DQA10501-DQB10201 with pseudo-sequence HLA-DQA10501-DQB10201. The binding affinity (normalized) is 0.804. (3) The MHC is HLA-DQA10102-DQB10602 with pseudo-sequence HLA-DQA10102-DQB10602. The peptide sequence is KTLEAAFTVSSKRNL. The binding affinity (normalized) is 0.583. (4) The peptide sequence is IWYMWLGARYLEFEAKK. The MHC is DRB1_1301 with pseudo-sequence DRB1_1301. The binding affinity (normalized) is 0.738. (5) The peptide sequence is DIIEGPVKNVAVPLY. The MHC is HLA-DPA10201-DPB11401 with pseudo-sequence HLA-DPA10201-DPB11401. The binding affinity (normalized) is 0.224. (6) The peptide sequence is MKEGRYEVRAELPGV. The MHC is HLA-DQA10301-DQB10302 with pseudo-sequence HLA-DQA10301-DQB10302. The binding affinity (normalized) is 0.346. (7) The binding affinity (normalized) is 0.315. The MHC is HLA-DQA10401-DQB10402 with pseudo-sequence HLA-DQA10401-DQB10402. The peptide sequence is LQGPFNFRFLTEKGMKNVFDDVVPEKYTIG.